This data is from Reaction yield outcomes from USPTO patents with 853,638 reactions. The task is: Predict the reaction yield, written as a fraction of the theoretical maximum amount of product (1.0 means a 100% yield; for example, 0.34 means a 34% yield). The reactants are [CH2:1]([N:8]1[CH2:13][CH2:12][N:11]([C:14](=[O:36])[C@@H:15]([NH:23][CH2:24][C:25]2[CH:30]=[CH:29][C:28]([CH2:31][CH2:32][CH2:33][CH2:34][CH3:35])=[CH:27][CH:26]=2)[CH2:16][C:17]2[CH:22]=[CH:21][CH:20]=[CH:19][CH:18]=2)[CH2:10][CH2:9]1)[C:2]1[CH:7]=[CH:6][CH:5]=[CH:4][CH:3]=1.[CH3:37][O:38][C:39]1[CH:40]=[C:41]([CH:47]=[CH:48][CH:49]=1)/[CH:42]=[CH:43]/[C:44](O)=[O:45]. No catalyst specified. The product is [CH2:16]([C@H:15]([N:23]([CH2:24][C:25]1[CH:26]=[CH:27][C:28]([CH2:31][CH2:32][CH2:33][CH2:34][CH3:35])=[CH:29][CH:30]=1)[C:44](=[O:45])[CH:43]=[CH:42][C:41]1[CH:47]=[CH:48][CH:49]=[C:39]([O:38][CH3:37])[CH:40]=1)[C:14]([N:11]1[CH2:10][CH2:9][N:8]([CH2:1][C:2]2[CH:7]=[CH:6][CH:5]=[CH:4][CH:3]=2)[CH2:13][CH2:12]1)=[O:36])[C:17]1[CH:22]=[CH:21][CH:20]=[CH:19][CH:18]=1. The yield is 0.540.